Dataset: Reaction yield outcomes from USPTO patents with 853,638 reactions. Task: Predict the reaction yield, written as a fraction of the theoretical maximum amount of product (1.0 means a 100% yield; for example, 0.34 means a 34% yield). The yield is 1.00. The reactants are [CH3:1][S:2](Cl)(=[O:4])=[O:3].[C:6]([O:10][C:11]([N:13]1[CH2:18][CH2:17][C:16]([CH:21]2[CH2:26][CH2:25][CH2:24][CH2:23][CH2:22]2)([CH2:19][OH:20])[CH2:15][CH2:14]1)=[O:12])([CH3:9])([CH3:8])[CH3:7].C(N(CC)CC)C. The product is [C:6]([O:10][C:11]([N:13]1[CH2:14][CH2:15][C:16]([CH:21]2[CH2:22][CH2:23][CH2:24][CH2:25][CH2:26]2)([CH2:19][O:20][S:2]([CH3:1])(=[O:4])=[O:3])[CH2:17][CH2:18]1)=[O:12])([CH3:9])([CH3:7])[CH3:8]. The catalyst is ClCCl.